From a dataset of Full USPTO retrosynthesis dataset with 1.9M reactions from patents (1976-2016). Predict the reactants needed to synthesize the given product. (1) Given the product [C:1]([C:3]1[CH:4]=[C:5]([CH:10]([OH:27])[CH2:11][N:12]2[CH2:17][CH2:16][N:15]([C:18]([O:20][C:21]([CH3:22])([CH3:24])[CH3:23])=[O:19])[CH2:14][C@@H:13]2[CH2:25][OH:26])[CH:6]=[CH:7][C:8]=1[F:9])#[N:2], predict the reactants needed to synthesize it. The reactants are: [C:1]([C:3]1[CH:4]=[C:5]([C:10](=[O:27])[CH2:11][N:12]2[CH2:17][CH2:16][N:15]([C:18]([O:20][C:21]([CH3:24])([CH3:23])[CH3:22])=[O:19])[CH2:14][C@@H:13]2[CH2:25][OH:26])[CH:6]=[CH:7][C:8]=1[F:9])#[N:2].[BH4-].[Na+].O. (2) Given the product [CH3:26][N:27]1[CH2:32][CH2:31][N:30]([C:7]([C:6]2[CH:5]=[C:4]([CH:12]=[C:11]([C:13]([F:16])([F:15])[F:14])[CH:10]=2)[NH2:1])=[O:9])[CH2:29][CH2:28]1, predict the reactants needed to synthesize it. The reactants are: [N+:1]([C:4]1[CH:5]=[C:6]([CH:10]=[C:11]([C:13]([F:16])([F:15])[F:14])[CH:12]=1)[C:7]([OH:9])=O)([O-])=O.ClCCl.C(Cl)(=O)C(Cl)=O.[CH3:26][N:27]1[CH2:32][CH2:31][NH:30][CH2:29][CH2:28]1. (3) Given the product [C:1]([C:3]1[CH:4]=[CH:5][C:6]([C:9]2([O:12][CH:13]([CH3:14])[CH3:15])[CH2:10][CH2:11]2)=[C:7]([CH2:18][CH3:19])[CH:8]=1)#[CH:2], predict the reactants needed to synthesize it. The reactants are: [C:1]([C:3]1[CH:8]=[CH:7][C:6]([C:9]2([O:12][CH:13]([CH3:15])[CH3:14])[CH2:11][CH2:10]2)=[CH:5][C:4]=1CC)#[CH:2].[CH2:18](OC(=O)C1C=CC(I)=CC=1)[CH3:19]. (4) Given the product [CH3:6][N:7]1[CH2:8][CH2:9][C:10]2[C:11](=[C:14]([N+:18]([O-:20])=[O:19])[CH:15]=[CH:16][CH:17]=2)[C:12]1=[NH:13], predict the reactants needed to synthesize it. The reactants are: S(=O)(=O)(O)O.[CH3:6][NH:7]/[CH:8]=[CH:9]/[C:10]1[CH:17]=[CH:16][CH:15]=[C:14]([N+:18]([O-:20])=[O:19])[C:11]=1[C:12]#[N:13].C(O[BH-](OC(=O)C)OC(=O)C)(=O)C.[Na+].[OH-].[Na+]. (5) Given the product [O:15]1[C:19]2[CH:20]=[CH:21][C:22]([C:24]3[NH:14][C:6]4[N:5]([N:4]=[C:3]([CH2:1][CH3:2])[C:7]=4[C:8]4[CH:13]=[CH:12][CH:11]=[CH:10][N:9]=4)[C:26](=[O:27])[CH:25]=3)=[CH:23][C:18]=2[O:17][CH2:16]1, predict the reactants needed to synthesize it. The reactants are: [CH2:1]([C:3]1[C:7]([C:8]2[CH:13]=[CH:12][CH:11]=[CH:10][N:9]=2)=[C:6]([NH2:14])[NH:5][N:4]=1)[CH3:2].[O:15]1[C:19]2[CH:20]=[CH:21][C:22]([C:24](=O)[CH2:25][C:26](OCC)=[O:27])=[CH:23][C:18]=2[O:17][CH2:16]1.CC1C=CC(S(O)(=O)=O)=CC=1. (6) Given the product [NH2:27][C:2]1[N:3]=[CH:4][N:5]=[C:6]([N:8]2[C:12]([C:14]3[CH:15]=[CH:16][C:17]([F:20])=[CH:18][CH:19]=3)=[N:11][C:10]([C:21]3[CH:22]=[CH:23][CH:24]=[CH:25][CH:26]=3)=[N:9]2)[CH:7]=1, predict the reactants needed to synthesize it. The reactants are: Cl[C:2]1[CH:7]=[C:6]([N:8]2C=[C:12]([C:14]3[CH:19]=[CH:18][C:17]([F:20])=[CH:16][CH:15]=3)[N:11]=[C:10]([C:21]3[CH:26]=[CH:25][CH:24]=[CH:23][CH:22]=3)[NH:9]2)[N:5]=[CH:4][N:3]=1.[NH4+:27].[OH-]. (7) Given the product [CH2:3]([O:10][C:11]1[CH:16]=[CH:15][C:14]([N:17]([CH3:58])[C:18]([C:20]2[CH:21]=[C:22]([C:29]3[CH:30]=[C:31]4[C:36](=[CH:37][C:38]=3[C:39]([N:41]3[C@H:50]([CH2:51][N:52]5[CH2:53][CH2:54][O:55][CH2:56][CH2:57]5)[CH2:49][C:48]5[C:43](=[CH:44][CH:45]=[CH:46][CH:47]=5)[CH2:42]3)=[O:40])[CH2:35][N:34]([C:69]([O:71][C:72]3[CH:77]=[CH:76][CH:75]=[CH:74][CH:73]=3)=[O:70])[CH2:33][CH2:32]4)[N:23]3[C:28]=2[CH2:27][CH2:26][CH2:25][CH2:24]3)=[O:19])=[CH:13][CH:12]=1)[C:4]1[CH:9]=[CH:8][CH:7]=[CH:6][CH:5]=1, predict the reactants needed to synthesize it. The reactants are: Cl.Cl.[CH2:3]([O:10][C:11]1[CH:16]=[CH:15][C:14]([N:17]([CH3:58])[C:18]([C:20]2[CH:21]=[C:22]([C:29]3[CH:30]=[C:31]4[C:36](=[CH:37][C:38]=3[C:39]([N:41]3[C@H:50]([CH2:51][N:52]5[CH2:57][CH2:56][O:55][CH2:54][CH2:53]5)[CH2:49][C:48]5[C:43](=[CH:44][CH:45]=[CH:46][CH:47]=5)[CH2:42]3)=[O:40])[CH2:35][NH:34][CH2:33][CH2:32]4)[N:23]3[C:28]=2[CH2:27][CH2:26][CH2:25][CH2:24]3)=[O:19])=[CH:13][CH:12]=1)[C:4]1[CH:9]=[CH:8][CH:7]=[CH:6][CH:5]=1.CCN(C(C)C)C(C)C.Cl[C:69]([O:71][C:72]1[CH:77]=[CH:76][CH:75]=[CH:74][CH:73]=1)=[O:70]. (8) Given the product [Br:1][C:2]1[CH:11]=[C:10]2[C:5]([CH2:6][CH2:7][CH2:8][CH:9]2[OH:12])=[C:4]([F:13])[CH:3]=1, predict the reactants needed to synthesize it. The reactants are: [Br:1][C:2]1[CH:11]=[C:10]2[C:5]([CH2:6][CH2:7][CH2:8][C:9]2=[O:12])=[C:4]([F:13])[CH:3]=1.[BH4-].[Na+].O. (9) Given the product [F:33][C:34]1([F:40])[CH2:39][CH2:38][N:37]([C:2]2[N:7]=[CH:6][C:5]([C:8]([N:10]([CH3:32])[C:11]3[CH:16]=[CH:15][C:14]([CH2:17][N:18]4[CH2:23][CH2:22][N:21]([C:24]([O:26][C:27]([CH3:30])([CH3:29])[CH3:28])=[O:25])[C@@H:20]([CH3:31])[CH2:19]4)=[CH:13][CH:12]=3)=[O:9])=[CH:4][CH:3]=2)[CH2:36][CH2:35]1, predict the reactants needed to synthesize it. The reactants are: Br[C:2]1[N:7]=[CH:6][C:5]([C:8]([N:10]([CH3:32])[C:11]2[CH:16]=[CH:15][C:14]([CH2:17][N:18]3[CH2:23][CH2:22][N:21]([C:24]([O:26][C:27]([CH3:30])([CH3:29])[CH3:28])=[O:25])[C@@H:20]([CH3:31])[CH2:19]3)=[CH:13][CH:12]=2)=[O:9])=[CH:4][CH:3]=1.[F:33][C:34]1([F:40])[CH2:39][CH2:38][NH:37][CH2:36][CH2:35]1.C(N(CC)CC)C. (10) Given the product [CH3:29][S:30]([O:21][CH2:20][C:19]1[C:15]([C:10]2[N:9]([C:4]3[CH:5]=[CH:6][C:7]([F:8])=[C:2]([Cl:1])[CH:3]=3)[C:13](=[O:14])[O:12][N:11]=2)=[N:16][O:17][N:18]=1)(=[O:32])=[O:31], predict the reactants needed to synthesize it. The reactants are: [Cl:1][C:2]1[CH:3]=[C:4]([N:9]2[C:13](=[O:14])[O:12][N:11]=[C:10]2[C:15]2[C:19]([CH2:20][OH:21])=[N:18][O:17][N:16]=2)[CH:5]=[CH:6][C:7]=1[F:8].C(N(CC)CC)C.[CH3:29][S:30](Cl)(=[O:32])=[O:31].